Dataset: NCI-60 drug combinations with 297,098 pairs across 59 cell lines. Task: Regression. Given two drug SMILES strings and cell line genomic features, predict the synergy score measuring deviation from expected non-interaction effect. (1) Drug 1: C1=CC(=C2C(=C1NCCNCCO)C(=O)C3=C(C=CC(=C3C2=O)O)O)NCCNCCO. Drug 2: CC1=CC=C(C=C1)C2=CC(=NN2C3=CC=C(C=C3)S(=O)(=O)N)C(F)(F)F. Cell line: OVCAR-8. Synergy scores: CSS=46.3, Synergy_ZIP=5.77, Synergy_Bliss=5.38, Synergy_Loewe=-6.04, Synergy_HSA=6.56. (2) Drug 1: CN(CCCl)CCCl.Cl. Drug 2: CC12CCC3C(C1CCC2OP(=O)(O)O)CCC4=C3C=CC(=C4)OC(=O)N(CCCl)CCCl.[Na+]. Cell line: T-47D. Synergy scores: CSS=23.2, Synergy_ZIP=-10.2, Synergy_Bliss=-10.1, Synergy_Loewe=-21.2, Synergy_HSA=-9.29. (3) Drug 1: CC12CCC(CC1=CCC3C2CCC4(C3CC=C4C5=CN=CC=C5)C)O. Drug 2: C1C(C(OC1N2C=NC3=C(N=C(N=C32)Cl)N)CO)O. Cell line: SNB-19. Synergy scores: CSS=10.9, Synergy_ZIP=-3.15, Synergy_Bliss=2.04, Synergy_Loewe=-5.76, Synergy_HSA=1.95. (4) Drug 1: CC1C(C(=O)NC(C(=O)N2CCCC2C(=O)N(CC(=O)N(C(C(=O)O1)C(C)C)C)C)C(C)C)NC(=O)C3=C4C(=C(C=C3)C)OC5=C(C(=O)C(=C(C5=N4)C(=O)NC6C(OC(=O)C(N(C(=O)CN(C(=O)C7CCCN7C(=O)C(NC6=O)C(C)C)C)C)C(C)C)C)N)C. Drug 2: C1=CN(C(=O)N=C1N)C2C(C(C(O2)CO)O)O.Cl. Cell line: SNB-19. Synergy scores: CSS=34.9, Synergy_ZIP=-7.27, Synergy_Bliss=-9.00, Synergy_Loewe=-6.71, Synergy_HSA=-3.72. (5) Cell line: MOLT-4. Synergy scores: CSS=80.1, Synergy_ZIP=-1.09, Synergy_Bliss=-2.31, Synergy_Loewe=-6.62, Synergy_HSA=-2.48. Drug 1: C1=CC(=CC=C1CC(C(=O)O)N)N(CCCl)CCCl.Cl. Drug 2: CC=C1C(=O)NC(C(=O)OC2CC(=O)NC(C(=O)NC(CSSCCC=C2)C(=O)N1)C(C)C)C(C)C.